This data is from Forward reaction prediction with 1.9M reactions from USPTO patents (1976-2016). The task is: Predict the product of the given reaction. (1) Given the reactants [Br:1][C:2]1[C:3]([O:12][C:13]2[CH:18]=[CH:17][CH:16]=[C:15]([CH3:19])[C:14]=2[CH3:20])=[C:4]([CH:8]=[C:9]([CH3:11])[CH:10]=1)[C:5]([OH:7])=O.S(=O)(=O)(O)O, predict the reaction product. The product is: [Br:1][C:2]1[C:3]2[O:12][C:13]3[C:18](=[CH:17][CH:16]=[C:15]([CH3:19])[C:14]=3[CH3:20])[C:5](=[O:7])[C:4]=2[CH:8]=[C:9]([CH3:11])[CH:10]=1. (2) Given the reactants C(O[BH-](OC(=O)C)OC(=O)C)(=O)C.[Na+].[Cl:15][C:16]1[C:17]([CH:28]=O)=[N:18][CH:19]=[C:20]([N:22]([CH3:27])[CH:23]([CH3:26])[CH2:24][CH3:25])[N:21]=1.[CH2:30]([NH:37][CH2:38][CH2:39][OH:40])[C:31]1[CH:36]=[CH:35][CH:34]=[CH:33][CH:32]=1.C(=O)([O-])O.[Na+], predict the reaction product. The product is: [CH2:30]([N:37]([CH2:28][C:17]1[C:16]([Cl:15])=[N:21][C:20]([N:22]([CH3:27])[CH:23]([CH3:26])[CH2:24][CH3:25])=[CH:19][N:18]=1)[CH2:38][CH2:39][OH:40])[C:31]1[CH:36]=[CH:35][CH:34]=[CH:33][CH:32]=1. (3) The product is: [NH2:25][C:2]([CH3:23])([CH3:22])[C:3]([NH:5][C:6]1[S:7][C:8]([CH3:21])=[C:9]([CH3:20])[C:10]=1[C:11](=[O:19])[C:12]1[CH:17]=[CH:16][C:15]([Cl:18])=[CH:14][CH:13]=1)=[O:4]. Given the reactants Br[C:2]([CH3:23])([CH3:22])[C:3]([NH:5][C:6]1[S:7][C:8]([CH3:21])=[C:9]([CH3:20])[C:10]=1[C:11](=[O:19])[C:12]1[CH:17]=[CH:16][C:15]([Cl:18])=[CH:14][CH:13]=1)=[O:4].[OH-].[NH4+:25], predict the reaction product. (4) Given the reactants [P:1]([O-:5])([O-:4])([OH:3])=[O:2].[NH4+].[NH4+].[P:8]([O-:12])([O-:11])([O-:10])=[O:9].C(=O)([O-])[O-].[Ca+2:17].[Ca].C([O-])([O-])=O.[Na+].[Na+].[Na], predict the reaction product. The product is: [O-:3][P:1]([O-:5])([O-:4])=[O:2].[O-:10][P:8]([O-:12])([O-:11])=[O:9].[Ca+2:17].[Ca+2:17].[Ca+2:17]. (5) Given the reactants [CH2:1]([NH2:4])[CH:2]=[CH2:3].[CH2:5]([N:7]([CH2:10][CH3:11])[CH2:8][CH3:9])[CH3:6].ClC(OC1C=CC([N+]([O-])=O)=CC=1)=[O:14].C[N:26]1[CH2:31]CNCC1, predict the reaction product. The product is: [CH2:1]([NH:4][C:6]([CH2:5][N:7]1[CH2:10][CH2:11][N:26]([CH3:31])[CH2:9][CH2:8]1)=[O:14])[CH:2]=[CH2:3]. (6) The product is: [Cl:1][C:2]1[CH:3]=[C:4]2[C:8](=[CH:9][CH:10]=1)[C:7](=[O:11])[N:6]([CH2:12][CH:13]([C:18](=[O:19])[CH3:23])[C:14]([O:16][CH3:17])=[O:15])[C:5]2=[O:24]. Given the reactants [Cl:1][C:2]1[CH:3]=[C:4]2[C:8](=[CH:9][CH:10]=1)[C:7](=[O:11])[N:6]([CH2:12][CH:13]([C:18]1([CH3:23])OCC[O:19]1)[C:14]([O:16][CH3:17])=[O:15])[C:5]2=[O:24].C1(C)C=CC(S([O-])(=O)=O)=CC=1.[NH+]1C=CC=CC=1, predict the reaction product.